From a dataset of Full USPTO retrosynthesis dataset with 1.9M reactions from patents (1976-2016). Predict the reactants needed to synthesize the given product. (1) The reactants are: C(NC(C)C)(C)C.C([Li])CCC.C[Si](C=[N+]=[N-])(C)C.[C:20]([N:24]1[CH:29]=[CH:28]C(=O)N=C1)([CH3:23])([CH3:22])[CH3:21].[O:31]1[CH2:35][CH2:34][CH2:33][CH2:32]1. Given the product [C:20]([N:24]1[CH2:29][CH2:28][CH:34]([CH:35]=[O:31])[CH2:33][CH2:32]1)([CH3:23])([CH3:22])[CH3:21], predict the reactants needed to synthesize it. (2) Given the product [C:21]([O:20][C:18]([NH:17][CH2:16][CH2:15][CH2:14][CH2:13][O:12][C:9]1[CH:10]=[CH:11][C:2]([C:32]2[CH:37]=[CH:36][CH:35]=[CH:34][CH:33]=2)=[C:3]([OH:25])[C:4]=1[C:5]([O:7][CH3:8])=[O:6])=[O:19])([CH3:24])([CH3:23])[CH3:22], predict the reactants needed to synthesize it. The reactants are: Br[C:2]1[C:3]([OH:25])=[C:4]([C:9]([O:12][CH2:13][CH2:14][CH2:15][CH2:16][NH:17][C:18]([O:20][C:21]([CH3:24])([CH3:23])[CH3:22])=[O:19])=[CH:10][CH:11]=1)[C:5]([O:7][CH3:8])=[O:6].C([O-])([O-])=O.[Na+].[Na+].[C:32]1(B(O)O)[CH:37]=[CH:36][CH:35]=[CH:34][CH:33]=1. (3) Given the product [C:20]([O:24][C:25]([N:27]1[CH2:32][CH2:31][CH:30]([NH:33][C:2]2[N:11]=[C:10]([C:12]3[CH:17]=[CH:16][CH:15]=[CH:14][C:13]=3[F:18])[C:9]3[C:4](=[CH:5][CH:6]=[C:7]([Cl:19])[CH:8]=3)[N:3]=2)[CH2:29][CH2:28]1)=[O:26])([CH3:23])([CH3:21])[CH3:22], predict the reactants needed to synthesize it. The reactants are: Cl[C:2]1[N:11]=[C:10]([C:12]2[CH:17]=[CH:16][CH:15]=[CH:14][C:13]=2[F:18])[C:9]2[C:4](=[CH:5][CH:6]=[C:7]([Cl:19])[CH:8]=2)[N:3]=1.[C:20]([O:24][C:25]([N:27]1[CH2:32][CH2:31][CH:30]([NH2:33])[CH2:29][CH2:28]1)=[O:26])([CH3:23])([CH3:22])[CH3:21]. (4) Given the product [F:1][C:2]([F:40])([F:39])[C:3]1[CH:4]=[C:5]([C@H:13]2[O:17][C:16](=[O:18])[N:15]([CH2:19][C:20]3[CH:25]=[C:24]([C:26]([F:29])([F:28])[F:27])[CH:23]=[CH:22][C:21]=3[C:30]3[CH:35]=[CH:34][C:33]([F:36])=[C:32]([C:41]([CH3:43])=[CH2:42])[CH:31]=3)[C@H:14]2[CH3:38])[CH:6]=[C:7]([C:9]([F:12])([F:11])[F:10])[CH:8]=1, predict the reactants needed to synthesize it. The reactants are: [F:1][C:2]([F:40])([F:39])[C:3]1[CH:4]=[C:5]([C@H:13]2[O:17][C:16](=[O:18])[N:15]([CH2:19][C:20]3[CH:25]=[C:24]([C:26]([F:29])([F:28])[F:27])[CH:23]=[CH:22][C:21]=3[C:30]3[CH:35]=[CH:34][C:33]([F:36])=[C:32](Cl)[CH:31]=3)[C@H:14]2[CH3:38])[CH:6]=[C:7]([C:9]([F:12])([F:11])[F:10])[CH:8]=1.[C:41](B(O)O)([CH3:43])=[CH2:42].C([O-])([O-])=O.[K+].[K+]. (5) Given the product [C:13]1([CH2:12][CH2:11][CH2:10][S:8][C:4]2[CH:3]=[C:2]([NH2:1])[CH:7]=[CH:6][CH:5]=2)[CH:18]=[CH:17][CH:16]=[CH:15][CH:14]=1, predict the reactants needed to synthesize it. The reactants are: [NH2:1][C:2]1[CH:3]=[C:4]([SH:8])[CH:5]=[CH:6][CH:7]=1.Br[CH2:10][CH2:11][CH2:12][C:13]1[CH:18]=[CH:17][CH:16]=[CH:15][CH:14]=1. (6) Given the product [CH2:17]([C:13]1([CH:14]([CH3:15])[CH3:16])[O:20][C:22](=[O:24])[N:10]([CH:8]([C:5]2[CH:4]=[CH:3][C:2]([Br:1])=[CH:7][CH:6]=2)[CH3:9])[CH2:11][CH2:12]1)[CH:18]=[CH2:19], predict the reactants needed to synthesize it. The reactants are: [Br:1][C:2]1[CH:7]=[CH:6][C:5]([CH:8]([NH:10][CH2:11][CH2:12][C:13]([OH:20])([CH2:17][CH:18]=[CH2:19])[CH:14]([CH3:16])[CH3:15])[CH3:9])=[CH:4][CH:3]=1.Cl[C:22](Cl)([O:24]C(=O)OC(Cl)(Cl)Cl)Cl.O. (7) Given the product [C:5]([O:4][CH2:1][CH2:2][CH2:11][NH:12][C:13]([NH:15][C:16]1[S:20][N:19]=[C:18]([C:21]2[CH:22]=[CH:23][C:24]([N+:27]([O-:29])=[O:28])=[CH:25][CH:26]=2)[C:17]=1[C:30]([NH2:32])=[O:31])=[O:14])(=[O:7])[CH3:6], predict the reactants needed to synthesize it. The reactants are: [C:1]([O:4][C:5](=[O:7])[CH3:6])(=O)[CH3:2].OCC[CH2:11][NH:12][C:13]([NH:15][C:16]1[S:20][N:19]=[C:18]([C:21]2[CH:26]=[CH:25][C:24]([N+:27]([O-:29])=[O:28])=[CH:23][CH:22]=2)[C:17]=1[C:30]([NH2:32])=[O:31])=[O:14]. (8) Given the product [N:8]1([C:1]([O:3][C:4]([CH3:7])([CH3:6])[CH3:5])=[O:2])[CH2:9][CH2:10][N:11]([C:16]([O:17][CH2:18][C:19]2[CH:20]=[C:21]([Cl:26])[CH:22]=[C:23]([Cl:25])[CH:24]=2)=[O:27])[CH2:12][CH2:13]1, predict the reactants needed to synthesize it. The reactants are: [C:1]([N:8]1[CH2:13][CH2:12][NH:11][CH2:10][CH2:9]1)([O:3][C:4]([CH3:7])([CH3:6])[CH3:5])=[O:2].[OH-].[Na+].[C:16](Cl)(=[O:27])[O:17][CH2:18][C:19]1[CH:24]=[C:23]([Cl:25])[CH:22]=[C:21]([Cl:26])[CH:20]=1.